Dataset: Peptide-MHC class I binding affinity with 185,985 pairs from IEDB/IMGT. Task: Regression. Given a peptide amino acid sequence and an MHC pseudo amino acid sequence, predict their binding affinity value. This is MHC class I binding data. (1) The peptide sequence is NLYDDNDIRT. The MHC is HLA-A02:01 with pseudo-sequence HLA-A02:01. The binding affinity (normalized) is 0.659. (2) The peptide sequence is PPLISILMI. The MHC is HLA-B51:01 with pseudo-sequence HLA-B51:01. The binding affinity (normalized) is 0.583. (3) The peptide sequence is LINERDYSRY. The MHC is HLA-A29:02 with pseudo-sequence HLA-A29:02. The binding affinity (normalized) is 0.102. (4) The peptide sequence is HEGEGIPLY. The MHC is HLA-B15:09 with pseudo-sequence HLA-B15:09. The binding affinity (normalized) is 0.0847. (5) The peptide sequence is FLLVTLAIL. The MHC is HLA-A02:03 with pseudo-sequence HLA-A02:03. The binding affinity (normalized) is 1.00.